This data is from Full USPTO retrosynthesis dataset with 1.9M reactions from patents (1976-2016). The task is: Predict the reactants needed to synthesize the given product. The reactants are: [Br:1][C:2]1[CH:3]=[N:4][C:5](I)=[N:6][CH:7]=1.[F:9][C:10]1[CH:15]=[CH:14][CH:13]=[CH:12][C:11]=1B(O)O.C([O-])([O-])=O.[K+].[K+]. Given the product [Br:1][C:2]1[CH:3]=[N:4][C:5]([C:11]2[CH:12]=[CH:13][CH:14]=[CH:15][C:10]=2[F:9])=[N:6][CH:7]=1, predict the reactants needed to synthesize it.